Dataset: Forward reaction prediction with 1.9M reactions from USPTO patents (1976-2016). Task: Predict the product of the given reaction. (1) Given the reactants [O:1]=[C:2]1[CH2:7][CH2:6][CH:5]([C:8]([O:10][CH2:11][CH3:12])=[O:9])[CH2:4][CH2:3]1.[CH2:13](O)[CH2:14][OH:15].O.C1(C)C=CC(S(O)(=O)=O)=CC=1, predict the reaction product. The product is: [O:15]1[C:2]2([CH2:7][CH2:6][CH:5]([C:8]([O:10][CH2:11][CH3:12])=[O:9])[CH2:4][CH2:3]2)[O:1][CH2:13][CH2:14]1. (2) Given the reactants [CH3:1][C:2]1[CH:7]=[C:6]([CH3:8])[CH:5]=[CH:4][C:3]=1[N:9]([CH2:21][CH:22]([CH3:24])[CH3:23])[S:10]([C:13]1[CH:18]=[CH:17][C:16]([CH:19]=[CH2:20])=[CH:15][CH:14]=1)(=[O:12])=[O:11].ClC1C=C(C=CC=1)C(OO)=[O:30], predict the reaction product. The product is: [CH3:1][C:2]1[CH:7]=[C:6]([CH3:8])[CH:5]=[CH:4][C:3]=1[N:9]([CH2:21][CH:22]([CH3:24])[CH3:23])[S:10]([C:13]1[CH:18]=[CH:17][C:16]([CH:19]2[CH2:20][O:30]2)=[CH:15][CH:14]=1)(=[O:12])=[O:11]. (3) Given the reactants [CH3:1][C:2]([CH3:16])([CH2:8][O:9][CH:10]1[CH2:15][CH2:14][CH2:13][CH2:12][O:11]1)[C:3](=O)[CH2:4][C:5]#[N:6].[OH-:17].[Na+].S(O)(O)(=O)=O.[NH2:24]O, predict the reaction product. The product is: [CH3:1][C:2]([C:3]1[CH:4]=[C:5]([NH2:6])[O:17][N:24]=1)([CH3:16])[CH2:8][O:9][CH:10]1[CH2:15][CH2:14][CH2:13][CH2:12][O:11]1. (4) The product is: [NH2:34][C@H:35]([C:41]([OH:43])=[O:42])[CH2:36][CH2:37][CH2:38][CH2:39][NH2:40].[CH3:1][N:2]1[C:10]2[C:9](=[O:11])[N:8]([CH2:12][CH2:13][O:14][C:15]3[CH:20]=[CH:19][C:18]([CH2:21][CH:22]([O:26][CH2:27][CH3:28])[C:23]([OH:25])=[O:24])=[CH:17][CH:16]=3)[C:7]([CH3:29])=[N:6][C:5]=2[C:4]([CH2:30][CH2:31][CH3:32])=[N:3]1.[CH3:1][N:2]1[C:10]2[C:9](=[O:11])[N:8]([CH2:12][CH2:13][O:14][C:15]3[CH:20]=[CH:19][C:18]([CH2:21][CH:22]([O:26][CH2:27][CH3:28])[C:23]([OH:25])=[O:24])=[CH:17][CH:16]=3)[C:7]([CH3:29])=[N:6][C:5]=2[C:4]([CH2:30][CH2:31][CH3:32])=[N:3]1. Given the reactants [CH3:1][N:2]1[C:10]2[C:9](=[O:11])[N:8]([CH2:12][CH2:13][O:14][C:15]3[CH:20]=[CH:19][C:18]([CH2:21][CH:22]([O:26][CH2:27][CH3:28])[C:23]([OH:25])=[O:24])=[CH:17][CH:16]=3)[C:7]([CH3:29])=[N:6][C:5]=2[C:4]([CH2:30][CH2:31][CH3:32])=[N:3]1.O.[NH2:34][C@H:35]([C:41]([OH:43])=[O:42])[CH2:36][CH2:37][CH2:38][CH2:39][NH2:40], predict the reaction product. (5) Given the reactants ClC1N=NC(NS(CC2C=C(C#N)C=CC=2Cl)(=O)=O)=C(O)C=1.[Cl:23][C:24]1[CH:25]=[C:26]([CH2:31][S:32]([NH:35][C:36]2[N:37]=[N:38][C:39]([S:44]([CH2:47][CH2:48][CH2:49][O:50]C)(=[O:46])=[O:45])=[CH:40][C:41]=2[O:42]C)(=[O:34])=[O:33])[CH:27]=[C:28]([Cl:30])[CH:29]=1.ClC1N=NC(NS(CC2C=C(C#N)C=CC=2Cl)(=O)=O)=C(OC)C=1, predict the reaction product. The product is: [Cl:23][C:24]1[CH:25]=[C:26]([CH2:31][S:32]([NH:35][C:36]2[N:37]=[N:38][C:39]([S:44]([CH2:47][CH2:48][CH2:49][OH:50])(=[O:45])=[O:46])=[CH:40][C:41]=2[OH:42])(=[O:33])=[O:34])[CH:27]=[C:28]([Cl:30])[CH:29]=1. (6) Given the reactants [N+:1]([C@@H:4]1[CH2:9][C:8]([C:10]([O:12][CH2:13]C)=[O:11])=[CH:7][CH2:6][C@H:5]1[C:15]1[CH:20]=[C:19]([F:21])[C:18]([F:22])=[CH:17][C:16]=1[F:23])([O-])=O, predict the reaction product. The product is: [NH2:1][C@@H:4]1[CH2:9][C:8]([C:10]([O:12][CH3:13])=[O:11])=[CH:7][CH2:6][C@H:5]1[C:15]1[CH:20]=[C:19]([F:21])[C:18]([F:22])=[CH:17][C:16]=1[F:23].